The task is: Predict the reaction yield, written as a fraction of the theoretical maximum amount of product (1.0 means a 100% yield; for example, 0.34 means a 34% yield).. This data is from Reaction yield outcomes from USPTO patents with 853,638 reactions. No catalyst specified. The product is [F:20][C:21]1[CH:22]=[C:23]([CH2:24][OH:25])[CH:26]=[CH:27][CH:28]=1. The reactants are IC1C([N+]([O-])=O)=CC(Cl)=CN=1.C1([Mg]Cl)C=CC=CC=1.[F:20][C:21]1[CH:22]=[C:23]([CH:26]=[CH:27][CH:28]=1)[CH:24]=[O:25]. The yield is 0.400.